This data is from Choline transporter screen with 302,306 compounds. The task is: Binary Classification. Given a drug SMILES string, predict its activity (active/inactive) in a high-throughput screening assay against a specified biological target. (1) The molecule is S(CC(OCC(=O)Nc1c(cccc1)C(OCC)=O)=O)c1ccccc1. The result is 0 (inactive). (2) The drug is Clc1ccc(CCN2CC(CCC2)CN(C)C(=O)c2cc3[nH]c(nc3cc2)C)cc1. The result is 0 (inactive). (3) The molecule is O=C1N(C(C(=C(N1CC)C)C(OC)=O)c1ccccc1)C. The result is 0 (inactive). (4) The molecule is Clc1cc(C(=O)N2CCC3(Oc4c(C(=O)C3)cccc4)CC2)ccc1. The result is 0 (inactive). (5) The drug is O1CCN(CC1)C(=O)COC(=O)/C=C\c1cc(OC)c(OCC#N)cc1. The result is 0 (inactive).